Dataset: Forward reaction prediction with 1.9M reactions from USPTO patents (1976-2016). Task: Predict the product of the given reaction. Given the reactants [CH2:1]([O:19][CH:20]1[CH:25]([O:26][CH2:27][CH2:28][CH2:29][CH2:30][CH2:31][CH2:32][CH2:33][CH2:34][CH2:35][CH2:36][CH2:37][CH2:38][CH2:39][CH2:40][CH2:41][CH2:42][CH2:43][CH3:44])[CH:24]([O:45][CH2:46][CH2:47][CH2:48][CH2:49][CH2:50][CH2:51][CH2:52][CH2:53][CH2:54][CH2:55][CH2:56][CH2:57][CH2:58][CH2:59][CH2:60][CH2:61][CH2:62][CH3:63])[CH2:23][CH:22]([CH2:64][O:65][C:66]2[CH:78]=[CH:77][C:76]3[C:75]4[C:70](=[CH:71][CH:72]=[CH:73][CH:74]=4)[C:69](=[O:79])[C:68]=3[CH:67]=2)[CH2:21]1)[CH2:2][CH2:3][CH2:4][CH2:5][CH2:6][CH2:7][CH2:8][CH2:9][CH2:10][CH2:11][CH2:12][CH2:13][CH2:14][CH2:15][CH2:16][CH2:17][CH3:18].[Cl:80][C:81]1[CH:86]=[CH:85][C:84]([Mg]Br)=[CH:83][CH:82]=1, predict the reaction product. The product is: [Cl:80][C:81]1[CH:86]=[CH:85][C:84]([C:69]2([OH:79])[C:68]3[CH:67]=[C:66]([O:65][CH2:64][CH:22]4[CH2:21][CH:20]([O:19][CH2:1][CH2:2][CH2:3][CH2:4][CH2:5][CH2:6][CH2:7][CH2:8][CH2:9][CH2:10][CH2:11][CH2:12][CH2:13][CH2:14][CH2:15][CH2:16][CH2:17][CH3:18])[CH:25]([O:26][CH2:27][CH2:28][CH2:29][CH2:30][CH2:31][CH2:32][CH2:33][CH2:34][CH2:35][CH2:36][CH2:37][CH2:38][CH2:39][CH2:40][CH2:41][CH2:42][CH2:43][CH3:44])[CH:24]([O:45][CH2:46][CH2:47][CH2:48][CH2:49][CH2:50][CH2:51][CH2:52][CH2:53][CH2:54][CH2:55][CH2:56][CH2:57][CH2:58][CH2:59][CH2:60][CH2:61][CH2:62][CH3:63])[CH2:23]4)[CH:78]=[CH:77][C:76]=3[C:75]3[C:70]2=[CH:71][CH:72]=[CH:73][CH:74]=3)=[CH:83][CH:82]=1.